Dataset: Experimentally validated miRNA-target interactions with 360,000+ pairs, plus equal number of negative samples. Task: Binary Classification. Given a miRNA mature sequence and a target amino acid sequence, predict their likelihood of interaction. (1) The miRNA is mmu-miR-3074-5p with sequence GUUCCUGCUGAACUGAGCCAGU. The protein sequence of the target gene is MEVYIPSFRHEDSDLERGYTVFKIEVLMNGRKHFVEKRYSEFHALHKKLKKCIKTPEIPSKHVRNWVPKVLEQRRQGLETYLQAVILENEELPKLFLDFLNVRHLPSLPKAESCGSFDETESEESSKLSHQPVLLFLGDPYVLPAASDFPNVVIEGVLHGIFFSHLQPR. Result: 0 (no interaction). (2) The miRNA is hsa-miR-6089 with sequence GGAGGCCGGGGUGGGGCGGGGCGG. The protein sequence of the target gene is MYASSYPPPPQLSPRSHLCPPPPHPTPPQLNNLLLLEGRKSSLPSVAPTGSASAAEDSDLLTQPWYSGNCDRYAVESALLHLQKDGAYTVRPSSGPHGSQPFTLAVLLRGRVFNIPIRRLDGGRHYALGREGRNREELFSSVAAMVQHFMWHPLPLVDRHSGSRELTCLLFPTKP. Result: 0 (no interaction). (3) The miRNA is hsa-miR-3944-3p with sequence UUCGGGCUGGCCUGCUGCUCCGG. The protein sequence of the target gene is MNRSFHKSQTLRFYDCSAVEVKSKFGAEFRRFSLDRHKPGKFEDFYQLVVHTHHISNTEVTIGYADVHGDLLPINNDDNFCKAVSSANPLLRVFIQKREEADHYSFGAGTLSRKKKVLVTLRDDGLRRRPHLNISMPHDFRPVSSIIDVDILPETHRRVRLYRHGYEKPLGFYIRDGTSVRVTPHGLEKVPGIFISRMVPGGLAESTGLLAVNDEVLEVNGIEVAGKTLDQVTDMMIANSHNLIVTVKPANQRNNVVRSSRTSGSSVHSTDSTTSHHSLPGAHVLQNSEDVESDEEADIV.... Result: 0 (no interaction). (4) The miRNA is hsa-miR-105-5p with sequence UCAAAUGCUCAGACUCCUGUGGU. The protein sequence of the target gene is MPGPLRSLEMESLQFRDVAVEFSLEEWHCLDTAQQNLYRDVMLENYRHLVFLGIIVSKPDLITCLEQGIKPLTMKRHEMIAKPPVVCSHFAQDLWPEQSIKDSYQKVILRKFEKCGHGNLHFKKGCESVDECKLHKRGYNGLNQCLTTTQSKIFQCGKYVKVFHQFSNSKRHKRRHTEKKPLKYIEGDKAFNQSSTHTTHKKIDTGEKPYKCEECGKAFNRSSHLTTHKITHTREKPYKCEECGKVFKYFSSFTTHKKIHSGEKPYICEECGKAFMYPYTLTTHKIIHTGEQPYKCKECD.... Result: 0 (no interaction). (5) The miRNA is hsa-miR-1287-5p with sequence UGCUGGAUCAGUGGUUCGAGUC. The protein sequence of the target gene is MKWKHVPFLVMISLLSLSPNHLFLAQLIPDPEDVERGNDHGTPIPTSDNDDNSLGYTGSRLRQEDFPPRIVEHPSDLIVSKGEPATLNCKAEGRPTPTIEWYKGGERVETDKDDPRSHRMLLPSGSLFFLRIVHGRKSRPDEGVYVCVARNYLGEAVSHNASLEVAILRDDFRQNPSDVMVAVGEPAVMECQPPRGHPEPTISWKKDGSPLDDKDERITIRGGKLMITYTRKSDAGKYVCVGTNMVGERESEVAELTVLERPSFVKRPSNLAVTVDDSAEFKCEARGDPVPTVRWRKDDG.... Result: 1 (interaction). (6) The miRNA is hsa-miR-222-3p with sequence AGCUACAUCUGGCUACUGGGU. The protein sequence of the target gene is MAEVGGVFASLDWDLHGFSSSLGNVPLADSPGFLNERLGQIEGKLQRGSPTDFAHLKGILRRRQLYCRTGFHLEIFPNGTVHGTRHDHSRFGILEFISLAVGLISIRGVDSGLYLGMNERGELYGSKKLTRECVFREQFEENWYNTYASTLYKHSDSERQYYVALNKDGSPREGYRTKRHQKFTHFLPRPVDPSKLPSMSRDLFHYR. Result: 0 (no interaction).